From a dataset of Reaction yield outcomes from USPTO patents with 853,638 reactions. Predict the reaction yield, written as a fraction of the theoretical maximum amount of product (1.0 means a 100% yield; for example, 0.34 means a 34% yield). (1) The reactants are [CH:1]([C:3]1[N:4]=[CH:5][NH:6][C:7]=1[C:8]([O:10][CH3:11])=[O:9])=O.[O-]S([O-])(=O)=O.[Na+].[Na+].[CH2:19]([NH:26][CH2:27][CH2:28][OH:29])[C:20]1[CH:25]=[CH:24][CH:23]=[CH:22][CH:21]=1.[BH-](OC(C)=O)(OC(C)=O)OC(C)=O.[Na+].C([O-])(O)=O.[Na+]. The catalyst is C1COCC1.O. The product is [CH2:19]([N:26]([CH2:1][C:3]1[N:4]=[CH:5][NH:6][C:7]=1[C:8]([O:10][CH3:11])=[O:9])[CH2:27][CH2:28][OH:29])[C:20]1[CH:25]=[CH:24][CH:23]=[CH:22][CH:21]=1. The yield is 0.990. (2) The reactants are [OH:1][C:2]1[C:3]([N+:13]([O-:15])=[O:14])=[C:4]2[C:9](=[CH:10][CH:11]=1)[C:8](=[O:12])[CH2:7][CH2:6][CH2:5]2.[N:16]1([CH2:21][C@@H:22]([C:24]2[CH:25]=[N:26][CH:27]=[CH:28][CH:29]=2)O)[CH:20]=[CH:19][N:18]=[CH:17]1.C1(P(C2C=CC=CC=2)C2C=CC=CC=2)C=CC=CC=1.CCOC(/N=N/C(OCC)=O)=O. The catalyst is C1COCC1. The product is [N:16]1([CH2:21][C@H:22]([C:24]2[CH:25]=[N:26][CH:27]=[CH:28][CH:29]=2)[O:1][C:2]2[C:3]([N+:13]([O-:15])=[O:14])=[C:4]3[C:9](=[CH:10][CH:11]=2)[C:8](=[O:12])[CH2:7][CH2:6][CH2:5]3)[CH:20]=[CH:19][N:18]=[CH:17]1. The yield is 0.950. (3) The yield is 0.800. The product is [CH3:28][N:29]([CH3:41])[C:30]([N:32]1[CH2:36][CH:27]2[CH2:22][C:24](=[CH2:23])[CH2:25][CH:26]2[CH2:33]1)=[O:31]. The catalyst is C1(C)C=CC=CC=1.O.[Cl-].[Na+].O. The reactants are CC(C)([O-])C.[K+].[I-].C[P+]([C:22]1[CH:27]=[CH:26][CH:25]=[CH:24][CH:23]=1)([C:22]1[CH:27]=[CH:26][CH:25]=[CH:24][CH:23]=1)[C:22]1[CH:27]=[CH:26][CH:25]=[CH:24][CH:23]=1.[CH3:28][N:29]([CH3:41])[C:30]([N:32]1[CH2:36]C2CC(=O)CC2[CH2:33]1)=[O:31]. (4) The reactants are Cl.[NH2:2][CH2:3][CH:4]([C:10]1[CH:15]=[CH:14][CH:13]=[CH:12][CH:11]=1)[C:5]([O:7][CH2:8][CH3:9])=[O:6].C(N(CC)CC)C.Cl[C:24](=[O:31])[CH2:25][C:26]([O:28][CH2:29][CH3:30])=[O:27]. The catalyst is C(Cl)Cl. The product is [CH2:8]([O:7][C:5](=[O:6])[CH:4]([C:10]1[CH:15]=[CH:14][CH:13]=[CH:12][CH:11]=1)[CH2:3][NH:2][C:24](=[O:31])[CH2:25][C:26]([O:28][CH2:29][CH3:30])=[O:27])[CH3:9]. The yield is 0.720. (5) The reactants are Br[C:2]1[S:3][CH:4]=[CH:5][N:6]=1.C(N(CC)CC)C.[CH:14]1([C:20]#[CH:21])[CH2:19][CH2:18][CH2:17][CH2:16][CH2:15]1.CCCCCC. The catalyst is COCCOC.[Cu]I.Cl[Pd](Cl)([P](C1C=CC=CC=1)(C1C=CC=CC=1)C1C=CC=CC=1)[P](C1C=CC=CC=1)(C1C=CC=CC=1)C1C=CC=CC=1.C(OCC)(=O)C. The product is [CH:14]1([C:20]#[C:21][C:2]2[S:3][CH:4]=[CH:5][N:6]=2)[CH2:19][CH2:18][CH2:17][CH2:16][CH2:15]1. The yield is 0.440.